Dataset: Full USPTO retrosynthesis dataset with 1.9M reactions from patents (1976-2016). Task: Predict the reactants needed to synthesize the given product. (1) The reactants are: Cl.[CH:2]([N:15]1[CH2:18][C:17]2([CH2:21][CH2:20][C@@H:19]2[NH:22][S@](C(C)(C)C)=O)[CH2:16]1)([C:9]1[CH:14]=[CH:13][CH:12]=[CH:11][CH:10]=1)[C:3]1[CH:8]=[CH:7][CH:6]=[CH:5][CH:4]=1. Given the product [CH:2]([N:15]1[CH2:18][C:17]2([CH2:21][CH2:20][C@@H:19]2[NH2:22])[CH2:16]1)([C:9]1[CH:14]=[CH:13][CH:12]=[CH:11][CH:10]=1)[C:3]1[CH:4]=[CH:5][CH:6]=[CH:7][CH:8]=1, predict the reactants needed to synthesize it. (2) Given the product [ClH:16].[Cl:17][C:12]1[CH:11]=[C:10]([C@@H:9]2[O:8][CH2:7][CH2:6][NH:5][CH2:4][C@H:3]2[CH2:2][NH:1][C:32](=[O:33])[CH2:31][N:27]2[CH2:28][CH2:29][CH2:30][C:26]2=[O:25])[CH:15]=[CH:14][C:13]=1[Cl:16], predict the reactants needed to synthesize it. The reactants are: [NH2:1][CH2:2][C@H:3]1[C@H:9]([C:10]2[CH:15]=[CH:14][C:13]([Cl:16])=[C:12]([Cl:17])[CH:11]=2)[O:8][CH2:7][CH2:6][N:5](C(OC(C)(C)C)=O)[CH2:4]1.[O:25]=[C:26]1[CH2:30][CH2:29][CH2:28][N:27]1[CH2:31][C:32](O)=[O:33].